From a dataset of NCI-60 drug combinations with 297,098 pairs across 59 cell lines. Regression. Given two drug SMILES strings and cell line genomic features, predict the synergy score measuring deviation from expected non-interaction effect. (1) Drug 1: C1C(C(OC1N2C=NC3=C(N=C(N=C32)Cl)N)CO)O. Drug 2: CC1=C(N=C(N=C1N)C(CC(=O)N)NCC(C(=O)N)N)C(=O)NC(C(C2=CN=CN2)OC3C(C(C(C(O3)CO)O)O)OC4C(C(C(C(O4)CO)O)OC(=O)N)O)C(=O)NC(C)C(C(C)C(=O)NC(C(C)O)C(=O)NCCC5=NC(=CS5)C6=NC(=CS6)C(=O)NCCC[S+](C)C)O. Cell line: SF-295. Synergy scores: CSS=43.7, Synergy_ZIP=-1.67, Synergy_Bliss=-1.75, Synergy_Loewe=-10.2, Synergy_HSA=0.853. (2) Drug 1: C1=CN(C(=O)N=C1N)C2C(C(C(O2)CO)O)O.Cl. Drug 2: CC(C)NC(=O)C1=CC=C(C=C1)CNNC.Cl. Cell line: TK-10. Synergy scores: CSS=23.6, Synergy_ZIP=-3.63, Synergy_Bliss=0.635, Synergy_Loewe=-33.6, Synergy_HSA=-2.05. (3) Drug 1: CC1C(C(CC(O1)OC2CC(OC(C2O)C)OC3=CC4=CC5=C(C(=O)C(C(C5)C(C(=O)C(C(C)O)O)OC)OC6CC(C(C(O6)C)O)OC7CC(C(C(O7)C)O)OC8CC(C(C(O8)C)O)(C)O)C(=C4C(=C3C)O)O)O)O. Drug 2: C1CN(CCN1C(=O)CCBr)C(=O)CCBr. Cell line: ACHN. Synergy scores: CSS=63.8, Synergy_ZIP=-2.04, Synergy_Bliss=-2.70, Synergy_Loewe=-5.76, Synergy_HSA=-1.36. (4) Drug 1: CN(C)N=NC1=C(NC=N1)C(=O)N. Drug 2: COC1=C2C(=CC3=C1OC=C3)C=CC(=O)O2. Cell line: OVCAR-4. Synergy scores: CSS=-2.83, Synergy_ZIP=5.33, Synergy_Bliss=-2.27, Synergy_Loewe=-2.20, Synergy_HSA=-2.36. (5) Drug 1: COC1=NC(=NC2=C1N=CN2C3C(C(C(O3)CO)O)O)N. Drug 2: CS(=O)(=O)CCNCC1=CC=C(O1)C2=CC3=C(C=C2)N=CN=C3NC4=CC(=C(C=C4)OCC5=CC(=CC=C5)F)Cl. Cell line: HS 578T. Synergy scores: CSS=-5.96, Synergy_ZIP=1.95, Synergy_Bliss=-0.551, Synergy_Loewe=-9.60, Synergy_HSA=-7.40. (6) Drug 1: CNC(=O)C1=CC=CC=C1SC2=CC3=C(C=C2)C(=NN3)C=CC4=CC=CC=N4. Drug 2: C1CCN(CC1)CCOC2=CC=C(C=C2)C(=O)C3=C(SC4=C3C=CC(=C4)O)C5=CC=C(C=C5)O. Cell line: MCF7. Synergy scores: CSS=21.2, Synergy_ZIP=7.06, Synergy_Bliss=10.8, Synergy_Loewe=11.6, Synergy_HSA=12.8. (7) Drug 1: CC1=C2C(C(=O)C3(C(CC4C(C3C(C(C2(C)C)(CC1OC(=O)C(C(C5=CC=CC=C5)NC(=O)OC(C)(C)C)O)O)OC(=O)C6=CC=CC=C6)(CO4)OC(=O)C)O)C)O. Drug 2: COCCOC1=C(C=C2C(=C1)C(=NC=N2)NC3=CC=CC(=C3)C#C)OCCOC.Cl. Cell line: HT29. Synergy scores: CSS=39.0, Synergy_ZIP=8.60, Synergy_Bliss=7.96, Synergy_Loewe=-19.3, Synergy_HSA=6.72. (8) Drug 1: C1=CC(=C2C(=C1NCCNCCO)C(=O)C3=C(C=CC(=C3C2=O)O)O)NCCNCCO. Drug 2: C1=CC=C(C=C1)NC(=O)CCCCCCC(=O)NO. Cell line: CAKI-1. Synergy scores: CSS=66.7, Synergy_ZIP=1.31, Synergy_Bliss=3.23, Synergy_Loewe=-4.60, Synergy_HSA=7.82. (9) Drug 1: C1CN1P(=S)(N2CC2)N3CC3. Drug 2: CC12CCC3C(C1CCC2OP(=O)(O)O)CCC4=C3C=CC(=C4)OC(=O)N(CCCl)CCCl.[Na+]. Cell line: TK-10. Synergy scores: CSS=49.0, Synergy_ZIP=0.773, Synergy_Bliss=0.499, Synergy_Loewe=-2.09, Synergy_HSA=-0.237. (10) Drug 1: CC(C1=C(C=CC(=C1Cl)F)Cl)OC2=C(N=CC(=C2)C3=CN(N=C3)C4CCNCC4)N. Drug 2: C1=C(C(=O)NC(=O)N1)F. Cell line: A498. Synergy scores: CSS=49.4, Synergy_ZIP=-4.83, Synergy_Bliss=-7.90, Synergy_Loewe=-6.59, Synergy_HSA=-6.02.